Dataset: Reaction yield outcomes from USPTO patents with 853,638 reactions. Task: Predict the reaction yield, written as a fraction of the theoretical maximum amount of product (1.0 means a 100% yield; for example, 0.34 means a 34% yield). (1) The reactants are P([O:8][CH2:9][CH3:10])(OCC)OCC.N1[C:16]([CH3:17])=[CH:15][CH:14]=[CH:13][C:12]=1[CH3:18].C[N:20]([CH:22]=O)C. The catalyst is C1C=CC(/C=C/C(/C=C/C2C=CC=CC=2)=O)=CC=1.C1C=CC(/C=C/C(/C=C/C2C=CC=CC=2)=O)=CC=1.C1C=CC(/C=C/C(/C=C/C2C=CC=CC=2)=O)=CC=1.[Pd].[Pd].C(Cl)(Cl)Cl. The product is [NH2:20][C:22]1[CH:17]=[CH:16][C:15]2[C:10](=[CH:18][CH:12]=[CH:13][CH:14]=2)[C:9]=1[OH:8]. The yield is 0.820. (2) The reactants are [CH:1]([C:3]1[CH:4]=[C:5](B(O)O)[CH:6]=[CH:7][CH:8]=1)=[O:2].Br[C:13]1[CH:14]=[CH:15][C:16]2[N:17]([N:19]=[CH:20][N:21]=2)[CH:18]=1.C([O-])([O-])=O.[Cs+].[Cs+]. The catalyst is CS(C)=O.O.C1C=CC(P(C2C=CC=CC=2)[C-]2C=CC=C2)=CC=1.C1C=CC(P(C2C=CC=CC=2)[C-]2C=CC=C2)=CC=1.Cl[Pd]Cl.[Fe+2]. The product is [N:21]1[CH:20]=[N:19][N:17]2[CH:18]=[C:13]([C:5]3[CH:4]=[C:3]([CH:8]=[CH:7][CH:6]=3)[CH:1]=[O:2])[CH:14]=[CH:15][C:16]=12. The yield is 0.860. (3) The reactants are C(O[C:6]([N:8]1[CH2:13][CH2:12][N:11]([C:14]2C(=O)N(CC(C)C)N=C(C3C=CC(C)=C(F)C=3)C=2C)[CH2:10][CH2:9]1)=O)(C)(C)C.[F:34][C:35]1[CH:36]=[C:37]([C:43]2[C:44](C)=[C:45](OS(C)(=O)=O)[C:46](=[O:53])[N:47]([CH2:49][CH:50]([CH3:52])[CH3:51])[N:48]=2)[CH:38]=[CH:39][C:40]=1[O:41][CH3:42].CN1CCNCC1. No catalyst specified. The product is [F:34][C:35]1[CH:36]=[C:37]([C:43]2[CH:44]=[C:45]([CH2:6][N:8]3[CH2:13][CH2:12][N:11]([CH3:14])[CH2:10][CH2:9]3)[C:46](=[O:53])[N:47]([CH2:49][CH:50]([CH3:51])[CH3:52])[N:48]=2)[CH:38]=[CH:39][C:40]=1[O:41][CH3:42]. The yield is 0.809. (4) The catalyst is CN(C=O)C. The yield is 0.620. The reactants are [C:1]([O:5][C:6](=[O:18])[NH:7][C@@H:8]1[CH2:10][C@H:9]1[C:11]1[CH:16]=[CH:15][C:14]([OH:17])=[CH:13][CH:12]=1)([CH3:4])([CH3:3])[CH3:2].C([O-])([O-])=O.[K+].[K+].[Br:25][C:26]1[CH:27]=[C:28]([CH:31]=[CH:32][CH:33]=1)[CH2:29]Br. The product is [Br:25][C:26]1[CH:27]=[C:28]([CH:31]=[CH:32][CH:33]=1)[CH2:29][O:17][C:14]1[CH:15]=[CH:16][C:11]([C@@H:9]2[CH2:10][C@H:8]2[NH:7][C:6](=[O:18])[O:5][C:1]([CH3:4])([CH3:2])[CH3:3])=[CH:12][CH:13]=1. (5) The reactants are [F:1][C:2]1[CH:17]=[CH:16][C:5]2[N:6]([CH2:11][C@H:12]([CH3:15])[CH2:13]I)[C:7](=[O:10])[CH2:8][O:9][C:4]=2[CH:3]=1.[CH2:18]([CH:22]1[CH2:28][CH:27]2[NH:29][CH:24]([CH2:25][CH2:26]2)[CH2:23]1)[CH2:19][CH2:20][CH3:21]. The catalyst is CC#N. The product is [CH2:18]([CH:22]1[CH2:23][CH:24]2[N:29]([CH2:13][C@@H:12]([CH3:15])[CH2:11][N:6]3[C:5]4[CH:16]=[CH:17][C:2]([F:1])=[CH:3][C:4]=4[O:9][CH2:8][C:7]3=[O:10])[CH:27]([CH2:26][CH2:25]2)[CH2:28]1)[CH2:19][CH2:20][CH3:21]. The yield is 0.330. (6) The reactants are [CH3:1][O:2][C:3](=[O:18])[C:4]1[C:5](=[C:10]([CH3:17])[C:11]([CH2:15][CH3:16])=[CH:12][C:13]=1[OH:14])[C:6]([O:8][CH3:9])=[O:7].C(=O)([O-])[O-].[K+].[K+].[CH2:25](Br)[CH:26]=[CH2:27]. The catalyst is CN(C=O)C. The product is [CH3:1][O:2][C:3](=[O:18])[C:4]1[C:5](=[C:10]([CH3:17])[C:11]([CH2:15][CH3:16])=[CH:12][C:13]=1[O:14][CH2:27][CH:26]=[CH2:25])[C:6]([O:8][CH3:9])=[O:7]. The yield is 0.830.